This data is from Full USPTO retrosynthesis dataset with 1.9M reactions from patents (1976-2016). The task is: Predict the reactants needed to synthesize the given product. (1) Given the product [Cl:7][C:8]1[CH:13]=[CH:12][C:11]2[NH:14][C:20]3[CH2:21][CH2:22][N:17]([CH3:16])[CH2:18][C:19]=3[C:10]=2[CH:9]=1, predict the reactants needed to synthesize it. The reactants are: S(=O)(=O)(O)O.Cl.[Cl:7][C:8]1[CH:13]=[CH:12][C:11]([NH:14]N)=[CH:10][CH:9]=1.[CH3:16][N:17]1[CH2:22][CH2:21][CH2:20][CH2:19][C:18]1=O. (2) Given the product [NH3:15].[NH2:22][CH2:21][CH2:20][CH2:19][C:14]1[CH:13]=[CH:12][C:11]2[C:16](=[CH:17][CH:18]=[C:9]([Cl:8])[C:10]=2[NH:30][C:31](=[O:39])[CH2:32][CH:33]2[CH2:38][CH2:37][CH2:36][CH2:35][CH2:34]2)[N:15]=1, predict the reactants needed to synthesize it. The reactants are: FC(F)(F)C(O)=O.[Cl:8][C:9]1[C:10]([NH:30][C:31](=[O:39])[CH2:32][CH:33]2[CH2:38][CH2:37][CH2:36][CH2:35][CH2:34]2)=[C:11]2[C:16](=[CH:17][CH:18]=1)[N:15]=[C:14]([CH2:19][CH2:20][CH2:21][NH:22]C(=O)OC(C)(C)C)[CH:13]=[CH:12]2. (3) Given the product [CH2:1]([O:8][C:9](=[O:33])[C@@H:10]([NH:20][C:21](=[O:32])[C@@H:22]([NH:24][C:25]([C:53]1[CH:52]=[C:51]([CH3:50])[O:55][N:54]=1)=[O:26])[CH3:23])[CH2:11][C:12]1[CH:17]=[CH:16][C:15]([O:18][CH3:19])=[CH:14][CH:13]=1)[C:2]1[CH:3]=[CH:4][CH:5]=[CH:6][CH:7]=1, predict the reactants needed to synthesize it. The reactants are: [CH2:1]([O:8][C:9](=[O:33])[C@@H:10]([NH:20][C:21](=[O:32])[C@@H:22]([NH:24][C:25](OC(C)(C)C)=[O:26])[CH3:23])[CH2:11][C:12]1[CH:17]=[CH:16][C:15]([O:18][CH3:19])=[CH:14][CH:13]=1)[C:2]1[CH:7]=[CH:6][CH:5]=[CH:4][CH:3]=1.FC(F)(F)C(O)=O.C(N(CC)C(C)C)(C)C.[CH3:50][C:51]1[O:55][N:54]=[C:53](C(O)=O)[CH:52]=1.CN(C(ON1N=NC2C=CC=NC1=2)=[N+](C)C)C.F[P-](F)(F)(F)(F)F. (4) Given the product [OH:2][C:3]1[CH:11]=[C:10]2[C:6]([C:7](=[O:19])[C:8](=[O:18])[N:9]2[C:12]2[CH:17]=[CH:16][CH:15]=[CH:14][CH:13]=2)=[CH:5][CH:4]=1, predict the reactants needed to synthesize it. The reactants are: C[O:2][C:3]1[CH:11]=[C:10]2[C:6]([C:7](=[O:19])[C:8](=[O:18])[N:9]2[C:12]2[CH:17]=[CH:16][CH:15]=[CH:14][CH:13]=2)=[CH:5][CH:4]=1.B(Br)(Br)Br. (5) Given the product [CH:33]([N:4]1[C:5]2=[N:11][N:10]([CH2:12][C:13]3[CH:14]=[CH:15][C:16]([C:19]4[CH:24]=[CH:23][CH:22]=[CH:21][N:20]=4)=[CH:17][CH:18]=3)[C:9]([NH:25][C:26]3[CH:27]=[CH:28][CH:29]=[CH:30][CH:31]=3)=[C:6]2[C:7](=[O:8])[N:2]([CH3:1])[C:3]1=[O:32])([CH3:35])[CH3:34], predict the reactants needed to synthesize it. The reactants are: [CH3:1][N:2]1[C:7](=[O:8])[C:6]2=[C:9]([NH:25][C:26]3[CH:31]=[CH:30][CH:29]=[CH:28][CH:27]=3)[N:10]([CH2:12][C:13]3[CH:18]=[CH:17][C:16]([C:19]4[CH:24]=[CH:23][CH:22]=[CH:21][N:20]=4)=[CH:15][CH:14]=3)[N:11]=[C:5]2[NH:4][C:3]1=[O:32].[CH:33](I)([CH3:35])[CH3:34].C([O-])([O-])=O.[Cs+].[Cs+]. (6) Given the product [CH3:31][O:30][C:21]1[CH:20]=[C:19]2[C:24](=[C:23]3[CH2:25][C:26]([CH3:29])([CH3:28])[O:27][C:22]=13)[C:15]([C:11]1[CH:10]=[C:9]([NH:8][C:2](=[O:1])[CH2:3][CH2:4][C:5]([NH2:40])=[O:7])[CH:14]=[CH:13][CH:12]=1)=[N:16][C:17]([CH3:33])([CH3:32])[CH2:18]2, predict the reactants needed to synthesize it. The reactants are: [O:1]=[C:2]([NH:8][C:9]1[CH:14]=[CH:13][CH:12]=[C:11]([C:15]2[C:24]3[C:19](=[CH:20][C:21]([O:30][CH3:31])=[C:22]4[O:27][C:26]([CH3:29])([CH3:28])[CH2:25][C:23]4=3)[CH2:18][C:17]([CH3:33])([CH3:32])[N:16]=2)[CH:10]=1)[CH2:3][CH2:4][C:5]([OH:7])=O.CN.CO.O.O[N:40]1C2C=CC=CC=2N=N1.Cl.C(N=C=NCCCN(C)C)C.